From a dataset of NCI-60 drug combinations with 297,098 pairs across 59 cell lines. Regression. Given two drug SMILES strings and cell line genomic features, predict the synergy score measuring deviation from expected non-interaction effect. (1) Drug 1: CN1C(=O)N2C=NC(=C2N=N1)C(=O)N. Drug 2: CS(=O)(=O)OCCCCOS(=O)(=O)C. Cell line: SN12C. Synergy scores: CSS=8.90, Synergy_ZIP=-2.70, Synergy_Bliss=0.511, Synergy_Loewe=-2.26, Synergy_HSA=-1.06. (2) Drug 1: CNC(=O)C1=CC=CC=C1SC2=CC3=C(C=C2)C(=NN3)C=CC4=CC=CC=N4. Drug 2: CC1CCC2CC(C(=CC=CC=CC(CC(C(=O)C(C(C(=CC(C(=O)CC(OC(=O)C3CCCCN3C(=O)C(=O)C1(O2)O)C(C)CC4CCC(C(C4)OC)OCCO)C)C)O)OC)C)C)C)OC. Cell line: SF-268. Synergy scores: CSS=19.3, Synergy_ZIP=-3.11, Synergy_Bliss=0.158, Synergy_Loewe=-4.00, Synergy_HSA=0.0490. (3) Drug 2: CCC(=C(C1=CC=CC=C1)C2=CC=C(C=C2)OCCN(C)C)C3=CC=CC=C3.C(C(=O)O)C(CC(=O)O)(C(=O)O)O. Cell line: NCI-H522. Synergy scores: CSS=-4.22, Synergy_ZIP=0.952, Synergy_Bliss=-2.80, Synergy_Loewe=-6.89, Synergy_HSA=-6.15. Drug 1: CN(C)C1=NC(=NC(=N1)N(C)C)N(C)C. (4) Drug 1: CC1CCC2CC(C(=CC=CC=CC(CC(C(=O)C(C(C(=CC(C(=O)CC(OC(=O)C3CCCCN3C(=O)C(=O)C1(O2)O)C(C)CC4CCC(C(C4)OC)O)C)C)O)OC)C)C)C)OC. Drug 2: CN(CCCl)CCCl.Cl. Cell line: NCI-H460. Synergy scores: CSS=53.3, Synergy_ZIP=2.21, Synergy_Bliss=1.53, Synergy_Loewe=1.04, Synergy_HSA=2.40. (5) Drug 1: CC1C(C(CC(O1)OC2CC(CC3=C2C(=C4C(=C3O)C(=O)C5=C(C4=O)C(=CC=C5)OC)O)(C(=O)C)O)N)O.Cl. Drug 2: CCC(=C(C1=CC=CC=C1)C2=CC=C(C=C2)OCCN(C)C)C3=CC=CC=C3.C(C(=O)O)C(CC(=O)O)(C(=O)O)O. Cell line: EKVX. Synergy scores: CSS=14.6, Synergy_ZIP=4.15, Synergy_Bliss=3.44, Synergy_Loewe=1.84, Synergy_HSA=3.84. (6) Drug 1: C1C(C(OC1N2C=C(C(=O)NC2=O)F)CO)O. Drug 2: C1CC(=O)NC(=O)C1N2C(=O)C3=CC=CC=C3C2=O. Cell line: DU-145. Synergy scores: CSS=10.9, Synergy_ZIP=-1.64, Synergy_Bliss=1.93, Synergy_Loewe=-10.8, Synergy_HSA=-1.46. (7) Synergy scores: CSS=20.1, Synergy_ZIP=-10.3, Synergy_Bliss=-5.10, Synergy_Loewe=-5.75, Synergy_HSA=-1.89. Cell line: TK-10. Drug 1: COC1=CC(=CC(=C1O)OC)C2C3C(COC3=O)C(C4=CC5=C(C=C24)OCO5)OC6C(C(C7C(O6)COC(O7)C8=CC=CS8)O)O. Drug 2: C1CCC(C(C1)N)N.C(=O)(C(=O)[O-])[O-].[Pt+4]. (8) Drug 1: CC1CCC2CC(C(=CC=CC=CC(CC(C(=O)C(C(C(=CC(C(=O)CC(OC(=O)C3CCCCN3C(=O)C(=O)C1(O2)O)C(C)CC4CCC(C(C4)OC)O)C)C)O)OC)C)C)C)OC. Drug 2: CCCCC(=O)OCC(=O)C1(CC(C2=C(C1)C(=C3C(=C2O)C(=O)C4=C(C3=O)C=CC=C4OC)O)OC5CC(C(C(O5)C)O)NC(=O)C(F)(F)F)O. Cell line: SW-620. Synergy scores: CSS=31.6, Synergy_ZIP=-0.533, Synergy_Bliss=-3.65, Synergy_Loewe=-6.18, Synergy_HSA=-5.29. (9) Drug 1: CC12CCC(CC1=CCC3C2CCC4(C3CC=C4C5=CN=CC=C5)C)O. Drug 2: CS(=O)(=O)CCNCC1=CC=C(O1)C2=CC3=C(C=C2)N=CN=C3NC4=CC(=C(C=C4)OCC5=CC(=CC=C5)F)Cl. Cell line: SF-295. Synergy scores: CSS=1.33, Synergy_ZIP=-2.46, Synergy_Bliss=-2.63, Synergy_Loewe=-4.30, Synergy_HSA=-2.39.